From a dataset of Forward reaction prediction with 1.9M reactions from USPTO patents (1976-2016). Predict the product of the given reaction. (1) Given the reactants CC1(C)COB([C:8]2[CH:9]=[CH:10][C:11]([F:19])=[C:12]([N:14]3[CH:18]=[CH:17][CH:16]=[N:15]3)[CH:13]=2)OC1.Br[C:22]1[N:26]2[CH:27]=[CH:28][C:29]([C:31]([OH:34])([CH3:33])[CH3:32])=[N:30][C:25]2=[N:24][CH:23]=1, predict the reaction product. The product is: [F:19][C:11]1[CH:10]=[CH:9][C:8]([C:22]2[N:26]3[CH:27]=[CH:28][C:29]([C:31]([OH:34])([CH3:32])[CH3:33])=[N:30][C:25]3=[N:24][CH:23]=2)=[CH:13][C:12]=1[N:14]1[CH:18]=[CH:17][CH:16]=[N:15]1. (2) Given the reactants [CH3:1][N:2]1[CH2:8][CH2:7][CH2:6][C:5]2[CH:9]=[C:10]([NH:13]C(=O)OC(C)(C)C)[CH:11]=[CH:12][C:4]=2[C:3]1=[O:21].C(O)(C(F)(F)F)=O, predict the reaction product. The product is: [NH2:13][C:10]1[CH:11]=[CH:12][C:4]2[C:3](=[O:21])[N:2]([CH3:1])[CH2:8][CH2:7][CH2:6][C:5]=2[CH:9]=1. (3) Given the reactants [H-].[Na+].[Br:3][C:4]1[CH:9]=[CH:8][C:7]([NH:10][C:11]2[CH:16]=[CH:15][C:14]([C:17]([C:19]3[CH:24]=[CH:23][CH:22]=[CH:21][C:20]=3[CH3:25])=[O:18])=[C:13]([Cl:26])[CH:12]=2)=[C:6]([CH3:27])[CH:5]=1.Cl[C:29]([O:31][CH:32]([Cl:34])[CH3:33])=[O:30].[NH4+].[Cl-], predict the reaction product. The product is: [Cl:34][CH:32]([O:31][C:29](=[O:30])[N:10]([C:7]1[CH:8]=[CH:9][C:4]([Br:3])=[CH:5][C:6]=1[CH3:27])[C:11]1[CH:16]=[CH:15][C:14]([C:17](=[O:18])[C:19]2[CH:24]=[CH:23][CH:22]=[CH:21][C:20]=2[CH3:25])=[C:13]([Cl:26])[CH:12]=1)[CH3:33]. (4) Given the reactants [NH2:1][C:2]1[CH:10]=[CH:9][C:5]2[N:6]=[CH:7][NH:8][C:4]=2[CH:3]=1.[F:11][C:12]1[CH:19]=[CH:18][C:15]([CH:16]=O)=[CH:14][CH:13]=1.[SH:20][CH2:21][C:22](O)=[O:23].N1CCCCC1, predict the reaction product. The product is: [NH:8]1[C:4]2[CH:3]=[C:2]([N:1]3[C:22](=[O:23])[CH2:21][S:20][CH:16]3[C:15]3[CH:18]=[CH:19][C:12]([F:11])=[CH:13][CH:14]=3)[CH:10]=[CH:9][C:5]=2[N:6]=[CH:7]1. (5) Given the reactants N12CCCN=C1CCCCC2.[NH2:12][CH2:13][C:14]1[CH:19]=[CH:18][CH:17]=[CH:16][C:15]=1[C:20]1[CH:25]=[CH:24][C:23]([C:26]2[S:27][CH:28]=[CH:29][C:30]=2[NH:31][S:32]([CH:35]([CH3:37])[CH3:36])(=[O:34])=[O:33])=[CH:22][CH:21]=1.[CH:38]([S:41](Cl)(=[O:43])=[O:42])([CH3:40])[CH3:39], predict the reaction product. The product is: [CH3:39][CH:38]([S:41]([NH:12][CH2:13][C:14]1[CH:19]=[CH:18][CH:17]=[CH:16][C:15]=1[C:20]1[CH:25]=[CH:24][C:23]([C:26]2[S:27][CH:28]=[CH:29][C:30]=2[NH:31][S:32]([CH:35]([CH3:37])[CH3:36])(=[O:34])=[O:33])=[CH:22][CH:21]=1)(=[O:43])=[O:42])[CH3:40]. (6) Given the reactants [CH2:1]([N:3]([CH2:28][CH3:29])[CH2:4][CH2:5][N:6]([C@@H:14]1[CH2:18][CH2:17][N:16]([C:19]2[CH:24]=[CH:23][C:22]([N+:25]([O-:27])=[O:26])=[CH:21][CH:20]=2)[CH2:15]1)C(=O)OC(C)(C)C)[CH3:2].FC(F)(F)C(O)=O, predict the reaction product. The product is: [CH2:28]([N:3]([CH2:1][CH3:2])[CH2:4][CH2:5][NH:6][C@@H:14]1[CH2:18][CH2:17][N:16]([C:19]2[CH:24]=[CH:23][C:22]([N+:25]([O-:27])=[O:26])=[CH:21][CH:20]=2)[CH2:15]1)[CH3:29].